From a dataset of Forward reaction prediction with 1.9M reactions from USPTO patents (1976-2016). Predict the product of the given reaction. (1) The product is: [N+:19]([C:22]1[CH:27]=[CH:26][C:25]([C:2]2[CH:3]=[C:4]3[C:9](=[CH:10][CH:11]=2)[CH2:8][C:7](=[O:12])[CH2:6][CH2:5]3)=[CH:24][CH:23]=1)([O-:21])=[O:20]. Given the reactants Br[C:2]1[CH:3]=[C:4]2[C:9](=[CH:10][CH:11]=1)[CH2:8][C:7](=[O:12])[CH2:6][CH2:5]2.C(=O)([O-])[O-].[Cs+].[Cs+].[N+:19]([C:22]1[CH:27]=[CH:26][C:25](B(O)O)=[CH:24][CH:23]=1)([O-:21])=[O:20], predict the reaction product. (2) Given the reactants [H-].[Na+].[Cl:3][C:4]1[CH:9]=[CH:8][CH:7]=[CH:6][C:5]=1[OH:10].[NH2:11][C:12]1[S:13][C:14](Br)=[CH:15][N:16]=1, predict the reaction product. The product is: [Cl:3][C:4]1[CH:9]=[CH:8][CH:7]=[CH:6][C:5]=1[O:10][C:14]1[S:13][C:12]([NH2:11])=[N:16][CH:15]=1. (3) Given the reactants [Cl-].O[NH3+:3].[C:4](=[O:7])([O-])[OH:5].[Na+].CS(C)=O.[CH2:13]([C:17]1[N:18]=[C:19]([CH2:39][CH2:40][C:41]2[CH:46]=[CH:45][CH:44]=[CH:43][CH:42]=2)[NH:20][C:21](=[O:38])[C:22]=1[CH2:23][C:24]1[CH:29]=[CH:28][C:27]([C:30]2[C:31]([C:36]#[N:37])=[CH:32][CH:33]=[CH:34][CH:35]=2)=[CH:26][CH:25]=1)[CH2:14][CH2:15][CH3:16], predict the reaction product. The product is: [CH2:13]([C:17]1[N:18]=[C:19]([CH2:39][CH2:40][C:41]2[CH:42]=[CH:43][CH:44]=[CH:45][CH:46]=2)[NH:20][C:21](=[O:38])[C:22]=1[CH2:23][C:24]1[CH:29]=[CH:28][C:27]([C:30]2[CH:35]=[CH:34][CH:33]=[CH:32][C:31]=2[C:36]2[NH:3][C:4](=[O:7])[O:5][N:37]=2)=[CH:26][CH:25]=1)[CH2:14][CH2:15][CH3:16].